This data is from Forward reaction prediction with 1.9M reactions from USPTO patents (1976-2016). The task is: Predict the product of the given reaction. (1) Given the reactants [NH2:1][C:2]1[NH:3][C:4]2[C:9]([C:10]=1[C:11]([O:13]CC)=O)=[CH:8][C:7]([F:16])=[CH:6][C:5]=2[N:17]([C:19](OC(C)(C)C)=O)C.[CH3:26][C:27]1[N:32]=[CH:31][C:30]([CH2:33][C:34]#[N:35])=[CH:29][N:28]=1.[OH-].[Na+].Cl, predict the reaction product. The product is: [F:16][C:7]1[CH:8]=[C:9]2[C:4](=[C:5]([NH:17][CH3:19])[CH:6]=1)[NH:3][C:2]1[N:1]=[C:34]([CH2:33][C:30]3[CH:29]=[N:28][C:27]([CH3:26])=[N:32][CH:31]=3)[N:35]=[C:11]([OH:13])[C:10]2=1. (2) Given the reactants [N+:1]([C:4]1[CH:5]=[CH:6][C:7]([NH:10][C@@H:11]2[CH2:15][CH2:14][N:13]([C:16]([NH:18][C:19]3[CH:24]=[CH:23][CH:22]=[CH:21][C:20]=3[F:25])=[O:17])[CH2:12]2)=[N:8][CH:9]=1)([O-])=O.[H][H], predict the reaction product. The product is: [NH2:1][C:4]1[CH:5]=[CH:6][C:7]([NH:10][C@@H:11]2[CH2:15][CH2:14][N:13]([C:16]([NH:18][C:19]3[CH:24]=[CH:23][CH:22]=[CH:21][C:20]=3[F:25])=[O:17])[CH2:12]2)=[N:8][CH:9]=1. (3) Given the reactants [C:1]([Si:5](Cl)([CH3:7])[CH3:6])([CH3:4])([CH3:3])[CH3:2].[O:9]1[C:18]2[C:13](=[CH:14][CH:15]=[CH:16][CH:17]=2)[CH:12]([OH:19])[CH2:11][CH2:10]1.CN1CCOCC1.N1C=CN=C1, predict the reaction product. The product is: [C:1]([Si:5]([O:19][CH:12]1[C:13]2[C:18](=[CH:17][CH:16]=[CH:15][CH:14]=2)[O:9][CH2:10][CH2:11]1)([CH3:7])[CH3:6])([CH3:4])([CH3:3])[CH3:2]. (4) Given the reactants Br[C:2]1[N:3]=[CH:4][C:5]([NH:8][C:9](=[O:28])[C@@H:10]([C:17]2[CH:22]=[CH:21][C:20]([S:23]([CH3:26])(=[O:25])=[O:24])=[C:19]([Cl:27])[CH:18]=2)[CH2:11][CH:12]2[CH2:16][CH2:15][CH2:14][CH2:13]2)=[N:6][CH:7]=1.C(N(CC)C(C)C)(C)C.[OH:38][C:39]([CH3:43])([CH3:42])[C:40]#[CH:41], predict the reaction product. The product is: [Cl:27][C:19]1[CH:18]=[C:17]([C@@H:10]([CH2:11][CH:12]2[CH2:16][CH2:15][CH2:14][CH2:13]2)[C:9]([NH:8][C:5]2[CH:4]=[N:3][C:2]([C:41]#[C:40][C:39]([OH:38])([CH3:43])[CH3:42])=[CH:7][N:6]=2)=[O:28])[CH:22]=[CH:21][C:20]=1[S:23]([CH3:26])(=[O:25])=[O:24]. (5) The product is: [C:1]([OH:6])(=[O:5])[C:2]([OH:4])=[O:3].[Cl:37][C:33]1[CH:32]=[C:31]([C@@H:29]([OH:30])[CH2:28][NH:27][C@H:24]([CH2:25][OH:26])[CH2:23][C:20]2[CH:21]=[CH:22][C:17]([O:16][C:11]3[N:12]=[CH:13][CH:14]=[CH:15][C:10]=3[C:9]([NH2:40])=[O:8])=[CH:18][CH:19]=2)[CH:36]=[CH:35][CH:34]=1. Given the reactants [C:1]([OH:6])(=[O:5])[C:2]([OH:4])=[O:3].C[O:8][C:9](=O)[C:10]1[CH:15]=[CH:14][CH:13]=[N:12][C:11]=1[O:16][C:17]1[CH:22]=[CH:21][C:20]([CH2:23][C@H:24]([NH:27][CH2:28][C@@H:29]([C:31]2[CH:36]=[CH:35][CH:34]=[C:33]([Cl:37])[CH:32]=2)[OH:30])[CH2:25][OH:26])=[CH:19][CH:18]=1.[OH-].[NH4+:40], predict the reaction product. (6) Given the reactants [NH:1]1[CH2:6][CH2:5][CH2:4][CH2:3][CH2:2]1.[N+:7]([C:10]1[CH:15]=[CH:14][CH:13]=[CH:12][C:11]=1[S:16](Cl)(=[O:18])=[O:17])([O-])=O, predict the reaction product. The product is: [N:1]1([S:16]([C:11]2[CH:12]=[CH:13][CH:14]=[CH:15][C:10]=2[NH2:7])(=[O:18])=[O:17])[CH2:6][CH2:5][CH2:4][CH2:3][CH2:2]1. (7) Given the reactants [CH3:1][O:2][N:3]=[CH:4][CH:5]1[CH2:12][CH:11]2[CH:7]([C:8]([OH:25])=[C:9]([C:14]3[C:19]([CH2:20][CH3:21])=[CH:18][C:17]([CH3:22])=[CH:16][C:15]=3[CH2:23][CH3:24])[C:10]2=[O:13])[CH2:6]1.[C:26](Cl)(=[O:31])[C:27]([CH3:30])([CH3:29])[CH3:28].C(N(CC)CC)C, predict the reaction product. The product is: [CH3:28][C:27]([CH3:30])([CH3:29])[C:26]([O:13][C:10]1[CH:11]2[CH:7]([CH2:6][CH:5]([CH:4]=[N:3][O:2][CH3:1])[CH2:12]2)[C:8](=[O:25])[C:9]=1[C:14]1[C:15]([CH2:23][CH3:24])=[CH:16][C:17]([CH3:22])=[CH:18][C:19]=1[CH2:20][CH3:21])=[O:31].